From a dataset of Peptide-MHC class II binding affinity with 134,281 pairs from IEDB. Regression. Given a peptide amino acid sequence and an MHC pseudo amino acid sequence, predict their binding affinity value. This is MHC class II binding data. (1) The binding affinity (normalized) is 0.607. The peptide sequence is AARALAADRARTASE. The MHC is H-2-IAd with pseudo-sequence H-2-IAd. (2) The MHC is HLA-DQA10101-DQB10501 with pseudo-sequence HLA-DQA10101-DQB10501. The peptide sequence is GRKRPIVRILRRVHH. The binding affinity (normalized) is 0. (3) The binding affinity (normalized) is 0.157. The MHC is DRB1_0802 with pseudo-sequence DRB1_0802. The peptide sequence is RVPEDLLAMVVAVEQ. (4) The peptide sequence is LMFLQNLKLGDDQYV. The MHC is DRB1_0101 with pseudo-sequence DRB1_0101. The binding affinity (normalized) is 0.658.